The task is: Predict the reaction yield, written as a fraction of the theoretical maximum amount of product (1.0 means a 100% yield; for example, 0.34 means a 34% yield).. This data is from Reaction yield outcomes from USPTO patents with 853,638 reactions. The reactants are [CH2:1]([C:3]1[CH:8]=[CH:7][N:6]=[C:5]([NH2:9])[CH:4]=1)[CH3:2].Cl[CH2:11][CH:12]=O. The catalyst is CCO. The product is [CH2:1]([C:3]1[CH:8]=[CH:7][N:6]2[CH:11]=[CH:12][N:9]=[C:5]2[CH:4]=1)[CH3:2]. The yield is 0.980.